Dataset: Full USPTO retrosynthesis dataset with 1.9M reactions from patents (1976-2016). Task: Predict the reactants needed to synthesize the given product. (1) Given the product [CH3:1][O:2][C:3](=[O:34])[CH:4]([C:9]1[CH:10]=[C:11]([C:23]2[CH:28]=[CH:27][C:26]([Cl:29])=[C:25]([C:30]([F:33])([F:32])[F:31])[CH:24]=2)[CH:12]=[C:13]([C:38]2[CH:37]=[C:36]([F:35])[CH:41]=[C:40]([F:42])[CH:39]=2)[CH:14]=1)[CH2:5][CH:6]([CH3:8])[CH3:7], predict the reactants needed to synthesize it. The reactants are: [CH3:1][O:2][C:3](=[O:34])[CH:4]([C:9]1[CH:10]=[C:11]([C:23]2[CH:28]=[CH:27][C:26]([Cl:29])=[C:25]([C:30]([F:33])([F:32])[F:31])[CH:24]=2)[CH:12]=[C:13](OS(C(F)(F)F)(=O)=O)[CH:14]=1)[CH2:5][CH:6]([CH3:8])[CH3:7].[F:35][C:36]1[CH:37]=[C:38](B(O)O)[CH:39]=[C:40]([F:42])[CH:41]=1. (2) Given the product [F:1][C:2]1[CH:29]=[CH:28][CH:27]=[C:26]([F:30])[C:3]=1[CH2:4][N:5]1[C:9]2[CH:10]=[CH:11][CH:12]=[C:13]([N:14]([CH3:31])[C:15](=[O:17])[CH3:16])[C:8]=2[N:7]=[C:6]1[C:18]1[C:19]([F:25])=[CH:20][CH:21]=[CH:22][C:23]=1[F:24], predict the reactants needed to synthesize it. The reactants are: [F:1][C:2]1[CH:29]=[CH:28][CH:27]=[C:26]([F:30])[C:3]=1[CH2:4][N:5]1[C:9]2[CH:10]=[CH:11][CH:12]=[C:13]([NH:14][C:15](=[O:17])[CH3:16])[C:8]=2[N:7]=[C:6]1[C:18]1[C:23]([F:24])=[CH:22][CH:21]=[CH:20][C:19]=1[F:25].[CH3:31]I.[H-].[Na+].